This data is from Peptide-MHC class II binding affinity with 134,281 pairs from IEDB. The task is: Regression. Given a peptide amino acid sequence and an MHC pseudo amino acid sequence, predict their binding affinity value. This is MHC class II binding data. (1) The binding affinity (normalized) is 0. The MHC is DRB1_0801 with pseudo-sequence DRB1_0801. The peptide sequence is AHLAEENEGDNACKR. (2) The peptide sequence is ASIAARGWAAHRARA. The MHC is HLA-DQA10201-DQB10301 with pseudo-sequence HLA-DQA10201-DQB10301. The binding affinity (normalized) is 0.616. (3) The peptide sequence is DRDFIEGVHGGTWVS. The MHC is HLA-DQA10501-DQB10402 with pseudo-sequence HLA-DQA10501-DQB10402. The binding affinity (normalized) is 0. (4) The peptide sequence is VRQLFKPLTKKNYSE. The MHC is DRB1_0101 with pseudo-sequence DRB1_0101. The binding affinity (normalized) is 0.657. (5) The peptide sequence is VQDPKFWELVDEERK. The MHC is HLA-DQA10601-DQB10402 with pseudo-sequence HLA-DQA10601-DQB10402. The binding affinity (normalized) is 0. (6) The peptide sequence is RQANFLGKIWPSHKGR. The MHC is DRB1_1101 with pseudo-sequence DRB1_1101. The binding affinity (normalized) is 0.404. (7) The peptide sequence is INEPTWAAIAYGLDR. The MHC is HLA-DQA10102-DQB10602 with pseudo-sequence HLA-DQA10102-DQB10602. The binding affinity (normalized) is 0.992.